This data is from Full USPTO retrosynthesis dataset with 1.9M reactions from patents (1976-2016). The task is: Predict the reactants needed to synthesize the given product. Given the product [CH2:1]([C:3]1[C:7]([N+:8]([O-:10])=[O:9])=[C:6]([C:11]([NH2:13])=[O:12])[N:5]([CH2:27][CH2:28][N:29]2[CH2:34][CH2:33][O:32][CH2:31][CH2:30]2)[N:4]=1)[CH3:2], predict the reactants needed to synthesize it. The reactants are: [CH2:1]([C:3]1[C:7]([N+:8]([O-:10])=[O:9])=[C:6]([C:11]([NH2:13])=[O:12])[NH:5][N:4]=1)[CH3:2].C(=O)([O-])[O-].[K+].[K+].C(=O)([O-])[O-].[Cs+].[Cs+].Cl[CH2:27][CH2:28][N:29]1[CH2:34][CH2:33][O:32][CH2:31][CH2:30]1.Cl.